Dataset: Forward reaction prediction with 1.9M reactions from USPTO patents (1976-2016). Task: Predict the product of the given reaction. (1) The product is: [CH3:1][CH2:13][C:12]([C:9]1[CH:10]=[CH:11][C:6]([O:5][CH3:4])=[CH:7][C:8]=1[NH2:15])=[O:14]. Given the reactants [CH2:1](O)C.[CH3:4][O:5][C:6]1[CH:11]=[CH:10][C:9]([C:12](=[O:14])[CH3:13])=[C:8]([N+:15]([O-])=O)[CH:7]=1, predict the reaction product. (2) Given the reactants [CH2:1]=[CH:2][CH:3]=[CH2:4].[CH2:5]=[CH:6][C:7]1[CH:12]=[CH:11][CH:10]=[CH:9][CH:8]=1.C(#N)C=C.C(OC)(=O)C(C)=C, predict the reaction product. The product is: [CH2:1]=[CH:2][CH:3]=[CH2:4].[CH2:5]=[CH:6][C:7]1[CH:12]=[CH:11][CH:10]=[CH:9][CH:8]=1. (3) The product is: [ClH:21].[NH2:8][CH2:7][C@@H:5]([OH:6])[C:4]([O:3][CH3:2])=[O:19]. Given the reactants C[C:2]1(C)[O:6][C@H:5]([CH2:7][NH:8]C(=O)OCC2C=CC=CC=2)[C:4](=[O:19])[O:3]1.[ClH:21].[H][H], predict the reaction product. (4) Given the reactants [CH3:1][O:2][C:3](=[O:21])[C:4]1[CH:9]=[CH:8][C:7](OS(C(F)(F)F)(=O)=O)=[C:6]([N+:18]([O-:20])=[O:19])[CH:5]=1.[Br-].[CH:23]1(C[Zn+])[CH2:28][CH2:27][CH2:26][CH2:25][CH2:24]1.C1COCC1.C(=O)([O-])O.[Na+], predict the reaction product. The product is: [CH3:1][O:2][C:3](=[O:21])[C:4]1[CH:9]=[CH:8][C:7]([CH:23]2[CH2:28][CH2:27][CH2:26][CH2:25][CH2:24]2)=[C:6]([N+:18]([O-:20])=[O:19])[CH:5]=1. (5) Given the reactants Br[CH2:2][C:3]([O:5][CH3:6])=[O:4].C(N(CC)CC)C.[F:14][C:15]1[CH:22]=[CH:21][C:18]([CH2:19][NH2:20])=[CH:17][CH:16]=1, predict the reaction product. The product is: [F:14][C:15]1[CH:22]=[CH:21][C:18]([CH2:19][NH:20][CH2:2][C:3]([O:5][CH3:6])=[O:4])=[CH:17][CH:16]=1. (6) Given the reactants Cl.[CH3:2][O:3][NH:4][CH3:5].Cl.C(N=C=NCCCN(C)C)C.[F:18][C:19]1[CH:27]=[C:26]([N+]([O-])=O)[CH:25]=[CH:24][C:20]=1[C:21]([OH:23])=O, predict the reaction product. The product is: [F:18][C:19]1[CH:27]=[CH:26][CH:25]=[CH:24][C:20]=1[C:21]([N:4]([O:3][CH3:2])[CH3:5])=[O:23]. (7) Given the reactants [NH2:1][C:2]1[CH:10]=[CH:9][C:5]2[N:6]=[CH:7][NH:8][C:4]=2[CH:3]=1.[F:11][C:12]1[CH:19]=[C:18]([C:20]([F:23])([F:22])[F:21])[CH:17]=[CH:16][C:13]=1[CH:14]=O.[Si](C#N)(C)(C)C.[N:30]1([C:35](N2C=CN=C2)=[O:36])C=CN=[CH:31]1, predict the reaction product. The product is: [NH:6]1[C:5]2[CH:9]=[CH:10][C:2]([N:1]3[CH:14]([C:13]4[CH:16]=[CH:17][C:18]([C:20]([F:23])([F:22])[F:21])=[CH:19][C:12]=4[F:11])[CH2:31][NH:30][C:35]3=[O:36])=[CH:3][C:4]=2[N:8]=[CH:7]1.